Dataset: Hepatocyte clearance measurements from AstraZeneca. Task: Regression/Classification. Given a drug SMILES string, predict its absorption, distribution, metabolism, or excretion properties. Task type varies by dataset: regression for continuous measurements (e.g., permeability, clearance, half-life) or binary classification for categorical outcomes (e.g., BBB penetration, CYP inhibition). For this dataset (clearance_hepatocyte_az), we predict log10(clearance) (log10 of the in vitro intrinsic clearance, CLint, in uL/min per 10^6 hepatocytes; values are censored to the assay range of 3 to 150, which is 0.477 to 2.18 on this log10 scale). The drug is CCNC(=O)c1cnc(N2CCN(C3CCN(Cc4ccc(Cl)cc4F)CC3)[C@@H](CC)C2)c(Cl)c1. The log10(clearance) is 1.58.